From a dataset of Catalyst prediction with 721,799 reactions and 888 catalyst types from USPTO. Predict which catalyst facilitates the given reaction. (1) Reactant: C([O:3][C:4]([C:6]1[S:7][C:8]2[CH2:9][CH2:10][O:11][C:12]3[CH:19]=[C:18]([Br:20])[CH:17]=[CH:16][C:13]=3[C:14]=2[N:15]=1)=[O:5])C.[OH-].[Na+].Cl. Product: [Br:20][C:18]1[CH:17]=[CH:16][C:13]2[C:14]3[N:15]=[C:6]([C:4]([OH:5])=[O:3])[S:7][C:8]=3[CH2:9][CH2:10][O:11][C:12]=2[CH:19]=1. The catalyst class is: 87. (2) Reactant: [Cl:1][C:2]1[CH:3]=[C:4]([CH:7]=[C:8]([O:10][C:11]2[C:16](=[O:17])[N:15]([CH2:18][C:19]3[CH:24]=[C:23]([CH2:25][O:26]C4CCCCO4)[N:22]=[N:21][C:20]=3[O:33][CH3:34])[CH:14]=[N:13][C:12]=2[C:35]([F:38])([F:37])[F:36])[CH:9]=1)[C:5]#[N:6].Cl.CO. Product: [Cl:1][C:2]1[CH:3]=[C:4]([CH:7]=[C:8]([O:10][C:11]2[C:16](=[O:17])[N:15]([CH2:18][C:19]3[CH:24]=[C:23]([CH2:25][OH:26])[N:22]=[N:21][C:20]=3[O:33][CH3:34])[CH:14]=[N:13][C:12]=2[C:35]([F:38])([F:36])[F:37])[CH:9]=1)[C:5]#[N:6]. The catalyst class is: 5. (3) Reactant: [Cl:1][C:2]1[C:7]2[N:8]=[C:9]([C:11]3[CH:16]=[CH:15][C:14]([O:17]C)=[CH:13][C:12]=3[Cl:19])[O:10][C:6]=2[CH:5]=[C:4]([O:20]C)[CH:3]=1.B(Br)(Br)Br.CO. Product: [Cl:1][C:2]1[C:7]2[N:8]=[C:9]([C:11]3[CH:16]=[CH:15][C:14]([OH:17])=[CH:13][C:12]=3[Cl:19])[O:10][C:6]=2[CH:5]=[C:4]([OH:20])[CH:3]=1. The catalyst class is: 2. (4) Reactant: [Cl:1][C:2]1[CH:3]=[C:4]([SH:8])[CH:5]=[CH:6][CH:7]=1.[CH3:9][O:10][CH:11]([O:14][CH3:15])[CH2:12]Br.[H-].[Na+]. Product: [Cl:1][C:2]1[CH:7]=[CH:6][CH:5]=[C:4]([S:8][CH2:12][CH:11]([O:14][CH3:15])[O:10][CH3:9])[CH:3]=1. The catalyst class is: 1. (5) Reactant: [CH3:1][O:2][C:3]1[CH:4]=[C:5]([CH2:19][NH2:20])[CH:6]=[CH:7][C:8]=1[O:9][CH2:10][C:11]1[CH:12]=[N:13][C:14]([O:17][CH3:18])=[CH:15][CH:16]=1.F[C:22]1[CH:27]=[CH:26][C:25]([I:28])=[CH:24][C:23]=1[N+:29]([O-:31])=[O:30].C(N(C(C)C)CC)(C)C. Product: [I:28][C:25]1[CH:26]=[CH:27][C:22]([NH:20][CH2:19][C:5]2[CH:6]=[CH:7][C:8]([O:9][CH2:10][C:11]3[CH:12]=[N:13][C:14]([O:17][CH3:18])=[CH:15][CH:16]=3)=[C:3]([O:2][CH3:1])[CH:4]=2)=[C:23]([N+:29]([O-:31])=[O:30])[CH:24]=1. The catalyst class is: 47. (6) Reactant: Br[CH2:2][CH2:3][C:4]1[CH:9]=[C:8]([NH:10][C:11](=[O:16])[C:12]([CH3:15])([CH3:14])[CH3:13])[N:7]=[CH:6][C:5]=1[CH2:17][C:18]([O:20][C:21]([CH3:24])([CH3:23])[CH3:22])=[O:19].C([N-]C(C)C)(C)C.[Li+].C(NC(C)C)(C)C.C([Li])CCC. Product: [CH3:13][C:12]([CH3:15])([CH3:14])[C:11]([NH:10][C:8]1[N:7]=[CH:6][C:5]2[CH:17]([C:18]([O:20][C:21]([CH3:24])([CH3:23])[CH3:22])=[O:19])[CH2:2][CH2:3][C:4]=2[CH:9]=1)=[O:16]. The catalyst class is: 7. (7) Reactant: COC1C=CC(/C=[C:16]2/[C:17]([NH:19][C:20]([S:22]/2)=[NH:21])=[O:18])=CC=1OC1CCCC1.[C:23](O[C:23]([O:25][C:26]([CH3:29])([CH3:28])[CH3:27])=[O:24])([O:25][C:26]([CH3:29])([CH3:28])[CH3:27])=[O:24]. Product: [C:26]([O:25][C:23](=[O:24])[NH:21][C:20]1[S:22][CH2:16][C:17](=[O:18])[N:19]=1)([CH3:29])([CH3:28])[CH3:27]. The catalyst class is: 1.